From a dataset of Peptide-MHC class I binding affinity with 185,985 pairs from IEDB/IMGT. Regression. Given a peptide amino acid sequence and an MHC pseudo amino acid sequence, predict their binding affinity value. This is MHC class I binding data. (1) The peptide sequence is APGAAGPPQ. The MHC is HLA-A32:01 with pseudo-sequence HLA-A32:01. The binding affinity (normalized) is 0. (2) The peptide sequence is DYSRFEDRL. The MHC is H-2-Kd with pseudo-sequence H-2-Kd. The binding affinity (normalized) is 0.141. (3) The peptide sequence is VLQRNCAAYL. The MHC is HLA-A02:02 with pseudo-sequence HLA-A02:02. The binding affinity (normalized) is 0.733. (4) The peptide sequence is KPVDTSNSF. The MHC is HLA-B51:01 with pseudo-sequence HLA-B51:01. The binding affinity (normalized) is 0.371.